This data is from NCI-60 drug combinations with 297,098 pairs across 59 cell lines. The task is: Regression. Given two drug SMILES strings and cell line genomic features, predict the synergy score measuring deviation from expected non-interaction effect. (1) Drug 1: C1=C(C(=O)NC(=O)N1)N(CCCl)CCCl. Drug 2: CC(C1=C(C=CC(=C1Cl)F)Cl)OC2=C(N=CC(=C2)C3=CN(N=C3)C4CCNCC4)N. Cell line: PC-3. Synergy scores: CSS=10.5, Synergy_ZIP=-7.62, Synergy_Bliss=-1.90, Synergy_Loewe=-2.93, Synergy_HSA=-0.428. (2) Drug 1: C1CCN(CC1)CCOC2=CC=C(C=C2)C(=O)C3=C(SC4=C3C=CC(=C4)O)C5=CC=C(C=C5)O. Drug 2: C1=CC(=CC=C1CCC2=CNC3=C2C(=O)NC(=N3)N)C(=O)NC(CCC(=O)O)C(=O)O. Cell line: SR. Synergy scores: CSS=35.9, Synergy_ZIP=1.52, Synergy_Bliss=-1.12, Synergy_Loewe=-19.5, Synergy_HSA=-1.17. (3) Cell line: NCIH23. Drug 1: CC1C(C(CC(O1)OC2CC(CC3=C2C(=C4C(=C3O)C(=O)C5=C(C4=O)C(=CC=C5)OC)O)(C(=O)CO)O)N)O.Cl. Synergy scores: CSS=6.36, Synergy_ZIP=-1.50, Synergy_Bliss=-0.302, Synergy_Loewe=5.55, Synergy_HSA=0.102. Drug 2: C1CN(P(=O)(OC1)NCCCl)CCCl. (4) Drug 2: CN1C2=C(C=C(C=C2)N(CCCl)CCCl)N=C1CCCC(=O)O.Cl. Cell line: PC-3. Synergy scores: CSS=-1.23, Synergy_ZIP=-0.382, Synergy_Bliss=-1.31, Synergy_Loewe=-2.58, Synergy_HSA=-2.80. Drug 1: C1=CC(=CC=C1C#N)C(C2=CC=C(C=C2)C#N)N3C=NC=N3. (5) Drug 1: COC1=CC(=CC(=C1O)OC)C2C3C(COC3=O)C(C4=CC5=C(C=C24)OCO5)OC6C(C(C7C(O6)COC(O7)C8=CC=CS8)O)O. Drug 2: CC(C)(C#N)C1=CC(=CC(=C1)CN2C=NC=N2)C(C)(C)C#N. Cell line: IGROV1. Synergy scores: CSS=33.5, Synergy_ZIP=-10.7, Synergy_Bliss=-1.90, Synergy_Loewe=-6.20, Synergy_HSA=-0.725. (6) Drug 1: CS(=O)(=O)CCNCC1=CC=C(O1)C2=CC3=C(C=C2)N=CN=C3NC4=CC(=C(C=C4)OCC5=CC(=CC=C5)F)Cl. Drug 2: C(=O)(N)NO. Cell line: A498. Synergy scores: CSS=8.32, Synergy_ZIP=-3.75, Synergy_Bliss=-2.46, Synergy_Loewe=-37.2, Synergy_HSA=-2.31. (7) Drug 1: C1CC(=O)NC(=O)C1N2CC3=C(C2=O)C=CC=C3N. Drug 2: CCCS(=O)(=O)NC1=C(C(=C(C=C1)F)C(=O)C2=CNC3=C2C=C(C=N3)C4=CC=C(C=C4)Cl)F. Cell line: SK-MEL-5. Synergy scores: CSS=23.3, Synergy_ZIP=0.124, Synergy_Bliss=0.254, Synergy_Loewe=-27.4, Synergy_HSA=-1.42. (8) Cell line: UO-31. Drug 2: C1=CC=C(C(=C1)C(C2=CC=C(C=C2)Cl)C(Cl)Cl)Cl. Drug 1: CC(CN1CC(=O)NC(=O)C1)N2CC(=O)NC(=O)C2. Synergy scores: CSS=13.3, Synergy_ZIP=-4.10, Synergy_Bliss=0.882, Synergy_Loewe=0.0398, Synergy_HSA=1.21. (9) Drug 1: CC1=C(C=C(C=C1)NC2=NC=CC(=N2)N(C)C3=CC4=NN(C(=C4C=C3)C)C)S(=O)(=O)N.Cl. Drug 2: CN(CC1=CN=C2C(=N1)C(=NC(=N2)N)N)C3=CC=C(C=C3)C(=O)NC(CCC(=O)O)C(=O)O. Cell line: OVCAR-8. Synergy scores: CSS=27.8, Synergy_ZIP=4.26, Synergy_Bliss=6.32, Synergy_Loewe=-14.8, Synergy_HSA=5.71.